Dataset: Full USPTO retrosynthesis dataset with 1.9M reactions from patents (1976-2016). Task: Predict the reactants needed to synthesize the given product. (1) Given the product [CH2:12]([N:19]1[C:49](=[O:50])[N:22]2[C:23]([C:42]3[CH:43]=[CH:44][C:45]([CH3:48])=[CH:46][CH:47]=3)=[C:24]([C:6]3[CH:7]=[CH:8][C:3]([C:1]#[N:2])=[CH:4][CH:5]=3)[CH:25]=[C:26]([O:27][CH2:28][C@@H:29]3[CH2:33][CH2:32][NH:31][CH2:30]3)[C:21]2=[N:20]1)[C:13]1[CH:18]=[CH:17][CH:16]=[CH:15][CH:14]=1, predict the reactants needed to synthesize it. The reactants are: [C:1]([C:3]1[CH:8]=[CH:7][C:6](B(O)O)=[CH:5][CH:4]=1)#[N:2].[CH2:12]([N:19]1[C:49](=[O:50])[N:22]2[C:23]([C:42]3[CH:47]=[CH:46][C:45]([CH3:48])=[CH:44][CH:43]=3)=[C:24](Cl)[CH:25]=[C:26]([O:27][CH2:28][C@@H:29]3[CH2:33][CH2:32][N:31](C(OC(C)(C)C)=O)[CH2:30]3)[C:21]2=[N:20]1)[C:13]1[CH:18]=[CH:17][CH:16]=[CH:15][CH:14]=1.C(=O)([O-])[O-].[Na+].[Na+].FC(F)(F)C(O)=O. (2) Given the product [CH3:18][C:17]([C:15]1[CH:14]=[CH:13][N:12]2[C:8]([C:6]3[CH:5]=[CH:4][N:3]=[C:2]([C:33]4[S:34][CH:35]=[CH:36][N:37]=4)[N:7]=3)=[CH:9][N:10]=[C:11]2[N:16]=1)([O:19][Si:20]([CH2:25][CH3:26])([CH2:23][CH3:24])[CH2:21][CH3:22])[CH3:27], predict the reactants needed to synthesize it. The reactants are: Cl[C:2]1[N:7]=[C:6]([C:8]2[N:12]3[CH:13]=[CH:14][C:15]([C:17]([CH3:27])([O:19][Si:20]([CH2:25][CH3:26])([CH2:23][CH3:24])[CH2:21][CH3:22])[CH3:18])=[N:16][C:11]3=[N:10][CH:9]=2)[CH:5]=[CH:4][N:3]=1.C([Sn](CCCC)(CCCC)[C:33]1[S:34][CH:35]=[CH:36][N:37]=1)CCC.N#N. (3) Given the product [C:1]([C:5]1[N:6]=[C:7]([C:10]2[CH:15]=[CH:14][CH:13]=[C:12]([O:16][C:23]3[CH:22]=[CH:21][C:20]([N+:25]([O-:27])=[O:26])=[CH:19][C:18]=3[Cl:17])[CH:11]=2)[O:8][CH:9]=1)([CH3:4])([CH3:2])[CH3:3], predict the reactants needed to synthesize it. The reactants are: [C:1]([C:5]1[N:6]=[C:7]([C:10]2[CH:11]=[C:12]([OH:16])[CH:13]=[CH:14][CH:15]=2)[O:8][CH:9]=1)([CH3:4])([CH3:3])[CH3:2].[Cl:17][C:18]1[CH:19]=[C:20]([N+:25]([O-:27])=[O:26])[CH:21]=[CH:22][C:23]=1F.C(=O)([O-])[O-].[K+].[K+]. (4) The reactants are: [C:1]1([CH2:7][CH2:8][CH2:9][CH2:10][CH2:11]O)[CH:6]=[CH:5][CH:4]=[CH:3][CH:2]=1.[BrH:13]. Given the product [Br:13][CH2:11][CH2:10][CH2:9][CH2:8][CH2:7][C:1]1[CH:6]=[CH:5][CH:4]=[CH:3][CH:2]=1, predict the reactants needed to synthesize it.